This data is from Forward reaction prediction with 1.9M reactions from USPTO patents (1976-2016). The task is: Predict the product of the given reaction. (1) Given the reactants [CH3:1][O:2][C:3]1[CH:30]=[CH:29][C:6]([CH2:7][S:8][C:9]2[CH:14]=[CH:13][N:12]=[C:11]([N:15]=C(C3C=CC=CC=3)C3C=CC=CC=3)[CH:10]=2)=[CH:5][CH:4]=1.Cl.NO.O.O.O.C([O-])(=O)C.[Na+], predict the reaction product. The product is: [CH3:1][O:2][C:3]1[CH:4]=[CH:5][C:6]([CH2:7][S:8][C:9]2[CH:14]=[CH:13][N:12]=[C:11]([NH2:15])[CH:10]=2)=[CH:29][CH:30]=1. (2) Given the reactants [C:1]1(=[N:7][OH:8])[CH2:6][CH2:5][CH2:4][CH2:3][CH2:2]1.[C:9]1(=[O:16])[NH:15][CH2:14][CH2:13][CH2:12][CH2:11][CH2:10]1.[C:17]1(=NO)CCCCC[CH2:18]1, predict the reaction product. The product is: [C:9]1(=[O:16])[NH:15][CH2:14][CH2:13][CH2:12][CH2:11][CH2:10][CH2:1]1.[C:1]1(=[N:7][OH:8])[CH2:18][CH2:17][CH2:2][CH2:3][CH2:4][CH2:5][CH2:6]1. (3) Given the reactants O1CCCCC1[N:7]1[C:12](=[O:13])[CH:11]=[C:10]([O:14][CH2:15][C:16]2[CH:17]=[N:18][C:19]([C:22]([F:25])([F:24])[F:23])=[CH:20][CH:21]=2)[CH:9]=[N:8]1.Cl, predict the reaction product. The product is: [F:25][C:22]([F:23])([F:24])[C:19]1[N:18]=[CH:17][C:16]([CH2:15][O:14][C:10]2[CH:9]=[N:8][NH:7][C:12](=[O:13])[CH:11]=2)=[CH:21][CH:20]=1. (4) Given the reactants [CH2:1]([O:8][C:9]1[CH:14]=[C:13]([N:15]([CH2:38][CH2:39][CH2:40][CH3:41])[CH2:16][CH2:17][CH2:18][CH2:19][O:20][Si](C(C)(C)C)(C2C=CC=CC=2)C2C=CC=CC=2)[CH:12]=[CH:11][C:10]=1[CH:42]=[CH:43][C:44]1[S:48][C:47]([CH:49]=[O:50])=[CH:46][CH:45]=1)[C:2]1[CH:7]=[CH:6][CH:5]=[CH:4][CH:3]=1.[F-].C([N+](CCCC)(CCCC)CCCC)CCC.O.C(OCC)(=O)C, predict the reaction product. The product is: [CH2:1]([O:8][C:9]1[CH:14]=[C:13]([N:15]([CH2:38][CH2:39][CH2:40][CH3:41])[CH2:16][CH2:17][CH2:18][CH2:19][OH:20])[CH:12]=[CH:11][C:10]=1[CH:42]=[CH:43][C:44]1[S:48][C:47]([CH:49]=[O:50])=[CH:46][CH:45]=1)[C:2]1[CH:7]=[CH:6][CH:5]=[CH:4][CH:3]=1.